Dataset: Drug-target binding data from BindingDB using IC50 measurements. Task: Regression. Given a target protein amino acid sequence and a drug SMILES string, predict the binding affinity score between them. We predict pIC50 (pIC50 = -log10(IC50 in M); higher means more potent). Dataset: bindingdb_ic50. The drug is COC(=O)N1C(=O)[C@](c2ccccc2)(C2CCCC2)N1C(=O)OC. The target protein (Q9Y570) has sequence MSALEKSMHLGRLPSRPPLPGSGGSQSGAKMRMGPGRKRDFSPVPWSQYFESMEDVEVENETGKDTFRVYKSGSEGPVLLLLHGGGHSALSWAVFTAAIISRVQCRIVALDLRSHGETKVKNPEDLSAETMAKDVGNVVEAMYGDLPPPIMLIGHSMGGAIAVHTASSNLVPSLLGLCMIDVVEGTAMDALNSMQNFLRGRPKTFKSLENAIEWSVKSGQIRNLESARVSMVGQVKQCEGITSPEGSKSIVEGIIEEEEEDEEGSESISKRKKEDDMETKKDHPYTWRIELAKTEKYWDGWFRGLSNLFLSCPIPKLLLLAGVDRLDKDLTIGQMQGKFQMQVLPQCGHAVHEDAPDKVAEAVATFLIRHRFAEPIGGFQCVFPGC. The pIC50 is 8.0.